This data is from Catalyst prediction with 721,799 reactions and 888 catalyst types from USPTO. The task is: Predict which catalyst facilitates the given reaction. Reactant: CC([O:5][C:6]([C:8]1[CH:13]=[CH:12][C:11]([C:14]2[C:22]3[C:17](=[N:18][CH:19]=[C:20]([C:23]4[CH:24]=[C:25]([CH:29]=[CH:30][CH:31]=4)[C:26](O)=[O:27])[CH:21]=3)[NH:16][CH:15]=2)=[CH:10][CH:9]=1)=[O:7])(C)C.[CH3:32][N:33]([CH3:37])[CH2:34][CH2:35][NH2:36].Cl.C(N=C=NCCCN(C)C)C. Product: [CH3:32][N:33]([CH3:37])[CH2:34][CH2:35][NH:36][C:26]([C:25]1[CH:24]=[C:23]([C:20]2[CH:21]=[C:22]3[C:14]([C:11]4[CH:12]=[CH:13][C:8]([C:6]([OH:5])=[O:7])=[CH:9][CH:10]=4)=[CH:15][NH:16][C:17]3=[N:18][CH:19]=2)[CH:31]=[CH:30][CH:29]=1)=[O:27]. The catalyst class is: 34.